This data is from Reaction yield outcomes from USPTO patents with 853,638 reactions. The task is: Predict the reaction yield, written as a fraction of the theoretical maximum amount of product (1.0 means a 100% yield; for example, 0.34 means a 34% yield). (1) The reactants are Br[C:2]1[N:3]=[C:4](/[CH:11]=[CH:12]/[C:13]2[N:23]=[C:16]3[C:17]([CH3:22])=[N:18][CH:19]=[C:20]([CH3:21])[N:15]3[N:14]=2)[N:5]([CH2:7][CH:8]2[CH2:10][CH2:9]2)[CH:6]=1.[N:24]1[C:25](=[O:30])[CH2:26][CH:27]=[CH:28][CH:29]=1.C(=O)([O-])[O-].[Cs+].[Cs+].OC1C=CC=C2C=1N=CC=C2. The catalyst is CN(C=O)C.O.[Cu]I. The product is [CH:8]1([CH2:7][N:5]2[CH:6]=[C:2]([N:24]3[CH:29]=[CH:28][CH:27]=[CH:26][C:25]3=[O:30])[N:3]=[C:4]2/[CH:11]=[CH:12]/[C:13]2[N:23]=[C:16]3[C:17]([CH3:22])=[N:18][CH:19]=[C:20]([CH3:21])[N:15]3[N:14]=2)[CH2:10][CH2:9]1. The yield is 0.289. (2) The reactants are C1(C)C=CC=CC=1.C(=O)([O-])[O-].[Na+].[Na+].Br[C:15]1[CH:16]=[C:17]([CH:25]=[CH:26][CH:27]=1)[O:18][CH2:19][C:20]([O:22]CC)=[O:21].[CH3:28][O:29][C:30]1[CH:35]=[CH:34][CH:33]=[CH:32][C:31]=1B(O)O. The catalyst is C1C=CC([P]([Pd]([P](C2C=CC=CC=2)(C2C=CC=CC=2)C2C=CC=CC=2)([P](C2C=CC=CC=2)(C2C=CC=CC=2)C2C=CC=CC=2)[P](C2C=CC=CC=2)(C2C=CC=CC=2)C2C=CC=CC=2)(C2C=CC=CC=2)C2C=CC=CC=2)=CC=1.O.C(OCC)(=O)C.CO. The product is [CH3:28][O:29][C:30]1[CH:35]=[CH:34][CH:33]=[CH:32][C:31]=1[C:15]1[CH:27]=[CH:26][CH:25]=[C:17]([O:18][CH2:19][C:20]([OH:22])=[O:21])[CH:16]=1. The yield is 0.580. (3) The reactants are [CH2:1]([N:5]([CH2:20][CH2:21][CH2:22][CH3:23])[C:6]1[CH:11]=[CH:10][C:9]([CH:12]=[CH:13][CH:14]=[CH:15][CH:16]=O)=[C:8]([O:18][CH3:19])[CH:7]=1)[CH2:2][CH2:3][CH3:4].[C:24]([C:26]1[C:27](=[C:34]([C:37]#[N:38])[C:35]#[N:36])[O:28][C:29]([CH3:33])([CH3:32])[C:30]=1[CH3:31])#[N:25].C([O-])(=O)C.[NH4+]. The catalyst is C(O)C.O1CCCC1. The product is [CH2:1]([N:5]([CH2:20][CH2:21][CH2:22][CH3:23])[C:6]1[CH:11]=[CH:10][C:9]([CH:12]=[CH:13][CH:14]=[CH:15][CH:16]=[CH:31][C:30]2[C:29]([CH3:32])([CH3:33])[O:28][C:27](=[C:34]([C:35]#[N:36])[C:37]#[N:38])[C:26]=2[C:24]#[N:25])=[C:8]([O:18][CH3:19])[CH:7]=1)[CH2:2][CH2:3][CH3:4]. The yield is 0.609. (4) The reactants are Cl[C:2]1[CH:7]=[C:6]([NH:8][C:9]2[CH:16]=[CH:15][C:14]([F:17])=[CH:13][C:10]=2[C:11]#[N:12])[C:5]([Cl:18])=[CH:4][N:3]=1.[CH3:19][C:20]1[CH:24]=[C:23]([NH2:25])[N:22]([CH:26]([CH3:28])[CH3:27])[N:21]=1.C(=O)([O-])[O-].[Cs+].[Cs+].C1C=CC(P(C2C(OC3C(P(C4C=CC=CC=4)C4C=CC=CC=4)=CC=CC=3)=CC=CC=2)C2C=CC=CC=2)=CC=1. The catalyst is O1CCOCC1.C([O-])(=O)C.[Pd+2].C([O-])(=O)C. The product is [Cl:18][C:5]1[C:6]([NH:8][C:9]2[CH:16]=[CH:15][C:14]([F:17])=[CH:13][C:10]=2[C:11]#[N:12])=[CH:7][C:2]([NH:25][C:23]2[N:22]([CH:26]([CH3:28])[CH3:27])[N:21]=[C:20]([CH3:19])[CH:24]=2)=[N:3][CH:4]=1. The yield is 0.128. (5) The reactants are [OH:1][CH2:2][C:3]1[C:4]([N+:15]([O-:17])=[O:16])=[C:5]([CH:12]=[CH:13][CH:14]=1)[C:6]([N:8]([O:10][CH3:11])[CH3:9])=[O:7].[CH3:18][C:19]([Si:22](Cl)([CH3:24])[CH3:23])([CH3:21])[CH3:20].N1C=CN=C1.O. The catalyst is CN(C=O)C. The product is [Si:22]([O:1][CH2:2][C:3]1[C:4]([N+:15]([O-:17])=[O:16])=[C:5]([CH:12]=[CH:13][CH:14]=1)[C:6]([N:8]([O:10][CH3:11])[CH3:9])=[O:7])([C:19]([CH3:21])([CH3:20])[CH3:18])([CH3:24])[CH3:23]. The yield is 0.790. (6) The reactants are [Br:1][C:2]1[CH:3]=[C:4]([OH:8])[CH:5]=[CH:6][CH:7]=1.C(=O)([O-])[O-].[K+].[K+].[CH2:15](Br)[C:16]1[CH:21]=[CH:20][CH:19]=[CH:18][CH:17]=1. The catalyst is CN(C=O)C. The product is [CH2:15]([O:8][C:4]1[CH:3]=[C:2]([Br:1])[CH:7]=[CH:6][CH:5]=1)[C:16]1[CH:21]=[CH:20][CH:19]=[CH:18][CH:17]=1. The yield is 0.960.